From a dataset of Reaction yield outcomes from USPTO patents with 853,638 reactions. Predict the reaction yield, written as a fraction of the theoretical maximum amount of product (1.0 means a 100% yield; for example, 0.34 means a 34% yield). (1) The reactants are [Br:1][C:2]1[CH:3]=[C:4]2[C:10]([C:11](=O)[CH2:12]Cl)=[C:9]([CH3:15])[NH:8][C:5]2=[N:6][CH:7]=1.[NH2:16][C:17]([NH2:19])=[S:18]. The catalyst is C(O)C. The product is [Br:1][C:2]1[CH:3]=[C:4]2[C:10]([C:11]3[N:16]=[C:17]([NH2:19])[S:18][CH:12]=3)=[C:9]([CH3:15])[NH:8][C:5]2=[N:6][CH:7]=1. The yield is 0.990. (2) The reactants are [Br:1][C:2]1[CH:10]=[C:9](/[CH:11]=[CH:12]/[CH:13]([C:18]2[CH:23]=[C:22]([Cl:24])[C:21]([F:25])=[C:20]([Cl:26])[CH:19]=2)[C:14]([F:17])([F:16])[F:15])[CH:8]=[CH:7][C:3]=1[C:4](O)=[O:5].[NH2:27][CH2:28][C:29]([NH:31][CH2:32][C:33]([F:36])([F:35])[F:34])=[O:30].F[P-](F)(F)(F)(F)F.N1(O[P+](N2CCCC2)(N2CCCC2)N2CCCC2)C2C=CC=CC=2N=N1.CCN(C(C)C)C(C)C. The catalyst is C(Cl)Cl.O. The product is [Br:1][C:2]1[CH:10]=[C:9](/[CH:11]=[CH:12]/[CH:13]([C:18]2[CH:19]=[C:20]([Cl:26])[C:21]([F:25])=[C:22]([Cl:24])[CH:23]=2)[C:14]([F:17])([F:16])[F:15])[CH:8]=[CH:7][C:3]=1[C:4]([NH:27][CH2:28][C:29](=[O:30])[NH:31][CH2:32][C:33]([F:36])([F:35])[F:34])=[O:5]. The yield is 0.310. (3) The product is [Br:11][C:10]1[CH:9]=[CH:8][CH:7]=[C:3]2[C:2]=1[N:1]=[C:18]([OH:16])[N:19]=[C:4]2[OH:5]. The catalyst is O. The reactants are [NH2:1][C:2]1[C:10]([Br:11])=[CH:9][CH:8]=[CH:7][C:3]=1[C:4](O)=[O:5].CC(O)=O.[O:16]([C:18]#[N:19])[Na].[OH-].[Na+]. The yield is 0.580.